From a dataset of Full USPTO retrosynthesis dataset with 1.9M reactions from patents (1976-2016). Predict the reactants needed to synthesize the given product. (1) Given the product [F:49][C:46]1[CH:47]=[CH:48][C:22]([O:21][C:19]2[CH:18]=[CH:17][N:16]=[C:15]([N:1]3[CH2:5][CH2:4][CH2:3][C@@H:2]3[CH2:6][OH:7])[N:20]=2)=[C:23]([CH:45]=1)[CH2:24][NH:25][C:26]([NH:28][C:29]1[N:33]([C:34]2[CH:35]=[CH:36][C:37]([CH3:40])=[CH:38][CH:39]=2)[N:32]=[C:31]([C:41]([CH3:44])([CH3:42])[CH3:43])[CH:30]=1)=[O:27], predict the reactants needed to synthesize it. The reactants are: [NH:1]1[CH2:5][CH2:4][CH2:3][C@@H:2]1[CH2:6][OH:7].C(=O)([O-])[O-].[Na+].[Na+].Cl[C:15]1[N:20]=[C:19]([O:21][C:22]2[CH:48]=[CH:47][C:46]([F:49])=[CH:45][C:23]=2[CH2:24][NH:25][C:26]([NH:28][C:29]2[N:33]([C:34]3[CH:39]=[CH:38][C:37]([CH3:40])=[CH:36][CH:35]=3)[N:32]=[C:31]([C:41]([CH3:44])([CH3:43])[CH3:42])[CH:30]=2)=[O:27])[CH:18]=[CH:17][N:16]=1. (2) Given the product [CH2:33]([O:14][C:12]1[CH:11]=[CH:10][C:9]([CH2:15][N:16]2[CH:20]=[CH:19][C:18]([NH:21][C:22](=[O:31])[C:23]3[C:24]([F:30])=[CH:25][CH:26]=[CH:27][C:28]=3[F:29])=[N:17]2)=[C:8]([Cl:7])[CH:13]=1)[CH2:34][CH2:35][CH3:36], predict the reactants needed to synthesize it. The reactants are: CC(C)([O-])C.[K+].[Cl:7][C:8]1[CH:13]=[C:12]([OH:14])[CH:11]=[CH:10][C:9]=1[CH2:15][N:16]1[CH:20]=[CH:19][C:18]([NH:21][C:22](=[O:31])[C:23]2[C:28]([F:29])=[CH:27][CH:26]=[CH:25][C:24]=2[F:30])=[N:17]1.Br[CH2:33][CH2:34][CH2:35][CH3:36].